From a dataset of Reaction yield outcomes from USPTO patents with 853,638 reactions. Predict the reaction yield, written as a fraction of the theoretical maximum amount of product (1.0 means a 100% yield; for example, 0.34 means a 34% yield). (1) The reactants are [OH:1][C:2]1[CH:7]=[CH:6][C:5]([O:8][C:9](=[O:16])[C:10]2[CH:15]=[CH:14][CH:13]=[CH:12][CH:11]=2)=[CH:4][C:3]=1[N+:17]([O-:19])=[O:18].[CH2:20](Br)[C:21]1[CH:26]=[CH:25][CH:24]=[CH:23][CH:22]=1.C(=O)([O-])[O-].[K+].[K+]. The catalyst is CN(C=O)C. The product is [CH2:20]([O:1][C:2]1[CH:7]=[CH:6][C:5]([O:8][C:9](=[O:16])[C:10]2[CH:15]=[CH:14][CH:13]=[CH:12][CH:11]=2)=[CH:4][C:3]=1[N+:17]([O-:19])=[O:18])[C:21]1[CH:26]=[CH:25][CH:24]=[CH:23][CH:22]=1. The yield is 0.900. (2) The reactants are [NH:1]1[C:5]2[CH:6]=[CH:7][CH:8]=[CH:9][C:4]=2[NH:3][C:2]1=[O:10].[F:11][C:12]([F:23])([F:22])[O:13][C:14]1[CH:21]=[CH:20][C:17]([CH2:18]Br)=[CH:16][CH:15]=1.C(=O)([O-])[O-].[K+].[K+].[I-].[K+].Cl. The catalyst is O.CN(C=O)C. The product is [F:11][C:12]([F:22])([F:23])[O:13][C:14]1[CH:21]=[CH:20][C:17]([CH2:18][N:1]2[C:5]3[CH:6]=[CH:7][CH:8]=[CH:9][C:4]=3[NH:3][C:2]2=[O:10])=[CH:16][CH:15]=1. The yield is 0.260. (3) The reactants are [NH2:1][CH2:2][CH2:3][O:4][C:5]1[CH:10]=[CH:9][C:8]([NH:11][C:12](=[O:21])[C:13]2[CH:18]=[CH:17][CH:16]=[C:15]([O:19][CH3:20])[CH:14]=2)=[CH:7][C:6]=1[C:22]1[N:26]([CH3:27])[N:25]=[CH:24][CH:23]=1.C(N(CC)CC)C.Cl[C:36]([O:38][CH2:39][C:40]1[CH:45]=[CH:44][CH:43]=[CH:42][CH:41]=1)=[O:37]. The catalyst is ClCCl. The product is [CH2:39]([O:38][C:36](=[O:37])[NH:1][CH2:2][CH2:3][O:4][C:5]1[CH:10]=[CH:9][C:8]([NH:11][C:12](=[O:21])[C:13]2[CH:18]=[CH:17][CH:16]=[C:15]([O:19][CH3:20])[CH:14]=2)=[CH:7][C:6]=1[C:22]1[N:26]([CH3:27])[N:25]=[CH:24][CH:23]=1)[C:40]1[CH:45]=[CH:44][CH:43]=[CH:42][CH:41]=1. The yield is 0.370. (4) The reactants are I[C:2]1[CH:7]=[CH:6][C:5]([I:8])=[CH:4][CH:3]=1.[Li]CCCC.[O:14]1[C:18]2([CH2:23][CH2:22][C:21](=[O:24])[CH2:20][CH2:19]2)[O:17][CH2:16][CH2:15]1.C[Si](Cl)(C)C. The catalyst is C1COCC1. The product is [I:8][C:5]1[CH:6]=[CH:7][C:2]([C:21]2([OH:24])[CH2:22][CH2:23][C:18]3([O:17][CH2:16][CH2:15][O:14]3)[CH2:19][CH2:20]2)=[CH:3][CH:4]=1. The yield is 0.666. (5) The reactants are [Li+].[OH-].C([O:5][C:6]([C:8]12[CH2:25][CH:24]1[CH:23]=[CH:22][CH2:21][CH2:20][CH2:19][CH2:18][N:17]([CH3:26])[C:16](=[O:27])[CH:15]1[CH:11]([CH2:12][CH:13]([O:28][C:29]3[C:38]4[C:33](=[C:34]([CH3:41])[C:35]([O:39][CH3:40])=[CH:36][CH:37]=4)[N:32]=[C:31]([C:42]4[CH:47]=[CH:46][CH:45]=[C:44]([CH:48]([CH3:50])[CH3:49])[N:43]=4)[CH:30]=3)[CH2:14]1)[C:10](=[O:51])[NH:9]2)=[O:7])C.C(O)(=O)C. The catalyst is O.CO.C1COCC1. The product is [CH:48]([C:44]1[N:43]=[C:42]([C:31]2[CH:30]=[C:29]([O:28][CH:13]3[CH2:12][CH:11]4[CH:15]([C:16](=[O:27])[N:17]([CH3:26])[CH2:18][CH2:19][CH2:20][CH2:21][CH:22]=[CH:23][CH:24]5[C:8]([C:6]([OH:7])=[O:5])([NH:9][C:10]4=[O:51])[CH2:25]5)[CH2:14]3)[C:38]3[C:33](=[C:34]([CH3:41])[C:35]([O:39][CH3:40])=[CH:36][CH:37]=3)[N:32]=2)[CH:47]=[CH:46][CH:45]=1)([CH3:50])[CH3:49]. The yield is 0.950. (6) The reactants are Cl.Cl.[CH3:3][C@@H:4]1[CH2:9][NH:8][CH2:7][C@@H:6]([CH3:10])[NH:5]1.C(N(CC)CC)C.[C:18]([O:22][C:23](O[C:23]([O:22][C:18]([CH3:21])([CH3:20])[CH3:19])=[O:24])=[O:24])([CH3:21])([CH3:20])[CH3:19]. The catalyst is C(Cl)Cl. The product is [CH3:10][C@H:6]1[NH:5][C@H:4]([CH3:3])[CH2:9][N:8]([C:23]([O:22][C:18]([CH3:21])([CH3:20])[CH3:19])=[O:24])[CH2:7]1. The yield is 0.640. (7) The reactants are [N+:1]([C:4]1[CH:10]=[CH:9][C:7]([NH2:8])=[C:6]([C:11]#[C:12][C:13]2[CH:18]=[CH:17][CH:16]=[CH:15][N:14]=2)[CH:5]=1)([O-:3])=[O:2].CC([O-])(C)C.[K+]. The catalyst is CN(C=O)C.O. The product is [N+:1]([C:4]1[CH:5]=[C:6]2[C:7](=[CH:9][CH:10]=1)[NH:8][C:12]([C:13]1[CH:18]=[CH:17][CH:16]=[CH:15][N:14]=1)=[CH:11]2)([O-:3])=[O:2]. The yield is 0.670. (8) The reactants are [C:1]([O:5][C:6]([N:8]1[CH2:12][CH2:11][CH2:10][C@@H:9]1[CH2:13][O:14][C:15]1[CH:20]=[CH:19][C:18]([OH:21])=[CH:17][CH:16]=1)=[O:7])([CH3:4])([CH3:3])[CH3:2].Cl[C:23]1[S:24][C:25]2[CH:31]=[C:30]([Cl:32])[CH:29]=[CH:28][C:26]=2[N:27]=1. No catalyst specified. The product is [C:1]([O:5][C:6]([N:8]1[CH2:12][CH2:11][CH2:10][C@@H:9]1[CH2:13][O:14][C:15]1[CH:20]=[CH:19][C:18]([O:21][C:23]2[S:24][C:25]3[CH:31]=[C:30]([Cl:32])[CH:29]=[CH:28][C:26]=3[N:27]=2)=[CH:17][CH:16]=1)=[O:7])([CH3:4])([CH3:2])[CH3:3]. The yield is 0.750. (9) The catalyst is ClCCl. The yield is 0.950. The product is [Br:21][C:10]1[CH2:11][CH:12]([C:13]([O:15][CH2:16][CH3:17])=[O:14])[N:8]([C:3]2[C:2]([Cl:1])=[CH:7][CH:6]=[CH:5][N:4]=2)[N:9]=1. The reactants are [Cl:1][C:2]1[C:3]([N:8]2[CH:12]([C:13]([O:15][CH2:16][CH3:17])=[O:14])[CH2:11][C:10](=O)[NH:9]2)=[N:4][CH:5]=[CH:6][CH:7]=1.P(Br)(Br)([Br:21])=O.C(=O)(O)[O-].[Na+].O. (10) The reactants are Cl[C:2]1[N:7]=[CH:6][C:5]2[C:8]([C:11]3[CH:16]=[CH:15][C:14]([F:17])=[CH:13][CH:12]=3)=[N:9][NH:10][C:4]=2[CH:3]=1.[CH3:18][O:19][CH2:20][CH2:21][NH:22][C:23]([NH2:25])=[O:24].CC(C)([O-])C.[K+]. The catalyst is C1COCC1.CC(C1C=C(C(C)C)C(C2C(P(C3CCCCC3)C3CCCCC3)=C(OC)C=CC=2OC)=C(C(C)C)C=1)C.C1C=[C-]C(CCN)=CC=1.Cl[Pd+]. The product is [F:17][C:14]1[CH:15]=[CH:16][C:11]([C:8]2[C:5]3[CH:6]=[N:7][C:2]([NH:25][C:23]([NH:22][CH2:21][CH2:20][O:19][CH3:18])=[O:24])=[CH:3][C:4]=3[NH:10][N:9]=2)=[CH:12][CH:13]=1. The yield is 0.412.